From a dataset of Forward reaction prediction with 1.9M reactions from USPTO patents (1976-2016). Predict the product of the given reaction. (1) Given the reactants [CH2:1]([O:3][C:4]1[CH:13]=[C:12]([CH:14]=[O:15])[CH:11]=[C:10]([O:16]CC)[C:5]=1[C:6]([O:8][CH3:9])=[O:7])[CH3:2].[Al+3].[Cl-].[Cl-].[Cl-].O.CCOC(C)=O, predict the reaction product. The product is: [CH2:1]([O:3][C:4]1[CH:13]=[C:12]([CH:14]=[O:15])[CH:11]=[C:10]([OH:16])[C:5]=1[C:6]([O:8][CH3:9])=[O:7])[CH3:2]. (2) Given the reactants [C:1]([O:5][C:6](=[O:30])[CH2:7][C:8]1([C:13]2[CH:18]=[CH:17][C:16]([NH:19][CH2:20]N3C4C=CC=CC=4N=N3)=[CH:15][CH:14]=2)[CH2:12][CH2:11][CH2:10][CH2:9]1)([CH3:4])([CH3:3])[CH3:2].[BH4-].[Na+], predict the reaction product. The product is: [C:1]([O:5][C:6](=[O:30])[CH2:7][C:8]1([C:13]2[CH:18]=[CH:17][C:16]([NH:19][CH3:20])=[CH:15][CH:14]=2)[CH2:12][CH2:11][CH2:10][CH2:9]1)([CH3:3])([CH3:4])[CH3:2]. (3) Given the reactants [CH:1]([C:4]1[C:5](O)=[N:6][CH:7]=[C:8]([N+:10]([O-:12])=[O:11])[CH:9]=1)([CH3:3])[CH3:2].O=P(Cl)(Cl)[Cl:16], predict the reaction product. The product is: [Cl:16][C:5]1[C:4]([CH:1]([CH3:3])[CH3:2])=[CH:9][C:8]([N+:10]([O-:12])=[O:11])=[CH:7][N:6]=1. (4) Given the reactants [N+:1]([C:4]1[CH:5]=[C:6]([CH:8]=[CH:9][CH:10]=1)[NH2:7])([O-:3])=[O:2].[CH2:11]([N:18]1[CH2:23][CH2:22][C:21](=O)[CH2:20][CH2:19]1)[C:12]1[CH:17]=[CH:16][CH:15]=[CH:14][CH:13]=1.C[Si]([C:29]#[N:30])(C)C.C(=O)([O-])[O-].[K+].[K+], predict the reaction product. The product is: [CH2:11]([N:18]1[CH2:23][CH2:22][C:21]([NH:7][C:6]2[CH:8]=[CH:9][CH:10]=[C:4]([N+:1]([O-:3])=[O:2])[CH:5]=2)([C:29]#[N:30])[CH2:20][CH2:19]1)[C:12]1[CH:17]=[CH:16][CH:15]=[CH:14][CH:13]=1.